Predict the reactants needed to synthesize the given product. From a dataset of Full USPTO retrosynthesis dataset with 1.9M reactions from patents (1976-2016). (1) Given the product [NH2:1][C:2]1[N:28]=[CH:27][CH:26]=[CH:25][C:3]=1[C:4]([NH:6][CH2:7][C:8]1[CH:13]=[CH:12][C:11]([O:14][CH2:15][C:16]2[CH:21]=[CH:20][CH:19]=[CH:18][C:17]=2[NH2:22])=[CH:10][CH:9]=1)=[O:5], predict the reactants needed to synthesize it. The reactants are: [NH2:1][C:2]1[N:28]=[CH:27][CH:26]=[CH:25][C:3]=1[C:4]([NH:6][CH2:7][C:8]1[CH:13]=[CH:12][C:11]([O:14][CH2:15][C:16]2[CH:21]=[CH:20][CH:19]=[CH:18][C:17]=2[N+:22]([O-])=O)=[CH:10][CH:9]=1)=[O:5].[Cl-].[NH4+]. (2) Given the product [OH:62][CH:59]1[CH2:60][CH2:61][N:56]([CH2:55][CH2:54][N:14]2[CH2:15][CH2:16][CH:17]([NH:20][C:21]([C:23]3[NH:24][C:25]4[C:30]([CH:31]=3)=[C:29]([O:32][CH2:33][C:34]3[C:38]5[CH:39]=[CH:40][C:41]([Cl:43])=[CH:42][C:37]=5[O:36][CH:35]=3)[CH:28]=[CH:27][CH:26]=4)=[O:22])[CH2:18][CH2:19]2)[CH2:57][CH2:58]1, predict the reactants needed to synthesize it. The reactants are: Cl.Cl.[C@H]1(C[N:14]2[CH2:19][CH2:18][CH:17]([NH:20][C:21]([C:23]3[NH:24][C:25]4[C:30]([CH:31]=3)=[C:29]([O:32][CH2:33][C:34]3[C:38]5[CH:39]=[CH:40][C:41]([Cl:43])=[CH:42][C:37]=5[O:36][CH:35]=3)[CH:28]=[CH:27][CH:26]=4)=[O:22])[CH2:16][CH2:15]2)[C@@H]2N(CCCC2)CCC1.Cl.Cl.Cl.NC1CCN([CH2:54][CH2:55][N:56]2[CH2:61][CH2:60][CH:59]([OH:62])[CH2:58][CH2:57]2)CC1. (3) The reactants are: [CH3:1][CH:2]([CH3:24])[CH2:3][CH:4]([C:8]1[CH:9]=[C:10](C2C=CC=CC=2)[CH:11]=[C:12](C(F)(F)F)[CH:13]=1)[C:5]([OH:7])=[O:6].[Cl-].[F:26][C:27]([F:37])([F:36])[C:28]1[CH:29]=[C:30]([CH:33]=[CH:34][CH:35]=1)[CH2:31][Zn+]. Given the product [CH3:24][CH:2]([CH3:1])[CH2:3][CH:4]([C:8]1[CH:9]=[C:10]([C:33]2[CH:30]=[CH:29][C:28]([C:27]([F:37])([F:36])[F:26])=[CH:35][CH:34]=2)[CH:11]=[C:12]([CH2:31][C:30]2[CH:33]=[CH:34][CH:35]=[C:28]([C:27]([F:37])([F:36])[F:26])[CH:29]=2)[CH:13]=1)[C:5]([OH:7])=[O:6], predict the reactants needed to synthesize it. (4) Given the product [C:1](=[O:16])([O:14][CH3:15])[O:2][C:3]1[CH:8]=[C:7]([N+:9]([O-:11])=[O:10])[C:6]([C:21]#[C:20][CH2:19][N:18]([CH3:22])[CH3:17])=[CH:5][C:4]=1[CH3:13], predict the reactants needed to synthesize it. The reactants are: [C:1](=[O:16])([O:14][CH3:15])[O:2][C:3]1[CH:8]=[C:7]([N+:9]([O-:11])=[O:10])[C:6](Br)=[CH:5][C:4]=1[CH3:13].[CH3:17][N:18]([CH3:22])[CH2:19][C:20]#[CH:21].ClC(OC)=O. (5) Given the product [N+:1]([C:4]1[CH:5]=[C:6]2[C:10](=[CH:11][CH:12]=1)[CH2:9][NH:8][CH2:7]2)([O-:3])=[O:2], predict the reactants needed to synthesize it. The reactants are: [N+:1]([C:4]1[CH:5]=[C:6]2[C:10](=[CH:11][CH:12]=1)[C:9](=O)[NH:8][C:7]2=O)([O-:3])=[O:2].BrC1C=C2C(=CC=1)CNC2.B(F)(F)F.CCOCC.B.C1COCC1.